This data is from NCI-60 drug combinations with 297,098 pairs across 59 cell lines. The task is: Regression. Given two drug SMILES strings and cell line genomic features, predict the synergy score measuring deviation from expected non-interaction effect. (1) Drug 1: CC12CCC3C(C1CCC2=O)CC(=C)C4=CC(=O)C=CC34C. Drug 2: C1=NC2=C(N1)C(=S)N=C(N2)N. Cell line: SN12C. Synergy scores: CSS=33.4, Synergy_ZIP=-5.77, Synergy_Bliss=-0.0418, Synergy_Loewe=-9.39, Synergy_HSA=2.09. (2) Drug 1: C(CCl)NC(=O)N(CCCl)N=O. Drug 2: B(C(CC(C)C)NC(=O)C(CC1=CC=CC=C1)NC(=O)C2=NC=CN=C2)(O)O. Cell line: 786-0. Synergy scores: CSS=40.3, Synergy_ZIP=0.204, Synergy_Bliss=3.41, Synergy_Loewe=-41.0, Synergy_HSA=0.353. (3) Drug 1: C1CCN(CC1)CCOC2=CC=C(C=C2)C(=O)C3=C(SC4=C3C=CC(=C4)O)C5=CC=C(C=C5)O. Drug 2: CCC1=CC2CC(C3=C(CN(C2)C1)C4=CC=CC=C4N3)(C5=C(C=C6C(=C5)C78CCN9C7C(C=CC9)(C(C(C8N6C)(C(=O)OC)O)OC(=O)C)CC)OC)C(=O)OC.C(C(C(=O)O)O)(C(=O)O)O. Cell line: M14. Synergy scores: CSS=27.0, Synergy_ZIP=-1.28, Synergy_Bliss=1.52, Synergy_Loewe=-26.2, Synergy_HSA=0.798. (4) Drug 1: CN(C)C1=NC(=NC(=N1)N(C)C)N(C)C. Drug 2: C1=CN(C=N1)CC(O)(P(=O)(O)O)P(=O)(O)O. Cell line: NCIH23. Synergy scores: CSS=7.23, Synergy_ZIP=1.17, Synergy_Bliss=4.27, Synergy_Loewe=2.31, Synergy_HSA=3.92.